This data is from Forward reaction prediction with 1.9M reactions from USPTO patents (1976-2016). The task is: Predict the product of the given reaction. (1) The product is: [Cl:1][C:2]1[CH:7]=[CH:6][CH:5]=[CH:4][C:3]=1[C:8]1[N:13]=[C:12]2[O:14][C:15]([CH3:23])([CH3:22])[CH2:16][CH:17]([C:18]([OH:20])=[O:19])[C:11]2=[CH:10][C:9]=1[C:24]1[CH:25]=[CH:26][C:27]([Cl:30])=[CH:28][CH:29]=1. Given the reactants [Cl:1][C:2]1[CH:7]=[CH:6][CH:5]=[CH:4][C:3]=1[C:8]1[N:13]=[C:12]2[O:14][C:15]([CH3:23])([CH3:22])[CH2:16][CH:17]([C:18]([O:20]C)=[O:19])[C:11]2=[CH:10][C:9]=1[C:24]1[CH:29]=[CH:28][C:27]([Cl:30])=[CH:26][CH:25]=1.[OH-].[K+], predict the reaction product. (2) Given the reactants [C:1]([O:5][C:6]([N:8]1[CH2:13][CH2:12][N:11]([C:14]2[CH:19]=[CH:18][C:17]([CH2:20][NH2:21])=[CH:16][CH:15]=2)[CH2:10][CH2:9]1)=[O:7])([CH3:4])([CH3:3])[CH3:2].[Cl:22][C:23]1[CH:28]=[C:27]([N+:29]([O-:31])=[O:30])[C:26]([O:32][CH3:33])=[CH:25][C:24]=1[CH:34]=[CH2:35].C1(C=CC(O)=CC=1)O, predict the reaction product. The product is: [Cl:22][C:23]1[CH:28]=[C:27]([N+:29]([O-:31])=[O:30])[C:26]([O:32][CH3:33])=[CH:25][C:24]=1[CH2:34][CH2:35][NH:21][CH2:20][C:17]1[CH:16]=[CH:15][C:14]([N:11]2[CH2:10][CH2:9][N:8]([C:6]([O:5][C:1]([CH3:4])([CH3:2])[CH3:3])=[O:7])[CH2:13][CH2:12]2)=[CH:19][CH:18]=1. (3) Given the reactants [OH-].[Na+].[CH3:3][N:4]1[C:12]2[N:11]=[CH:10][NH:9][C:8]=2[C:7](=[O:13])[NH:6][C:5]1=[O:14].[CH2:15](Br)[C:16]1[CH:21]=[CH:20][CH:19]=[CH:18][CH:17]=1.O, predict the reaction product. The product is: [CH2:15]([N:9]1[C:8]2[C:7](=[O:13])[NH:6][C:5](=[O:14])[N:4]([CH3:3])[C:12]=2[N:11]=[CH:10]1)[C:16]1[CH:21]=[CH:20][CH:19]=[CH:18][CH:17]=1.